From a dataset of Full USPTO retrosynthesis dataset with 1.9M reactions from patents (1976-2016). Predict the reactants needed to synthesize the given product. (1) Given the product [CH3:1][O:2][P:3]([CH2:7][C:15]([C:17]1[CH:18]=[N:19][N:20]([C:23]2[CH:28]=[CH:27][CH:26]=[CH:25][CH:24]=2)[C:21]=1[CH3:22])=[O:14])(=[O:6])[O:4][CH3:5], predict the reactants needed to synthesize it. The reactants are: [CH3:1][O:2][P:3]([CH3:7])(=[O:6])[O:4][CH3:5].[Li+].CCC[CH2-].C[O:14][C:15]([C:17]1[CH:18]=[N:19][N:20]([C:23]2[CH:28]=[CH:27][CH:26]=[CH:25][CH:24]=2)[C:21]=1[CH3:22])=O. (2) Given the product [CH2:1]([N:3]([CH:41]1[CH2:46][CH2:45][O:44][CH2:43][CH2:42]1)[C:4]1[C:9]([CH3:10])=[C:8]([CH:7]=[C:6]([C:26]#[C:27][CH:28]2[CH2:29][CH2:30][NH:31][CH2:32][CH2:33]2)[CH:5]=1)[C:11]([NH:12][CH2:13][C:14]1[C:15](=[O:24])[NH:16][C:17]([CH3:23])=[CH:18][C:19]=1[CH:20]([CH3:22])[CH3:21])=[O:25])[CH3:2], predict the reactants needed to synthesize it. The reactants are: [CH2:1]([N:3]([CH:41]1[CH2:46][CH2:45][O:44][CH2:43][CH2:42]1)[C:4]1[CH:5]=[C:6]([C:26]#[C:27][CH:28]2[CH2:33][CH2:32][N:31](C(OC(C)(C)C)=O)[CH2:30][CH2:29]2)[CH:7]=[C:8]([C:11](=[O:25])[NH:12][CH2:13][C:14]2[C:15](=[O:24])[NH:16][C:17]([CH3:23])=[CH:18][C:19]=2[CH:20]([CH3:22])[CH3:21])[C:9]=1[CH3:10])[CH3:2].Cl.O1CCOCC1.CO.C(Cl)Cl. (3) Given the product [Br:7][C:8]1[CH:9]=[C:2]([O:1][CH2:5][CH2:4][OH:3])[CH:11]=[N:12][CH:13]=1, predict the reactants needed to synthesize it. The reactants are: [O:1]1[CH2:5][CH2:4][O:3][C:2]1=O.[Br:7][C:8]1[CH:9]=C(O)[CH:11]=[N:12][CH:13]=1.C(=O)([O-])[O-].[K+].[K+]. (4) The reactants are: C(S([C:11]1[N:12]=[C:13]([S:34]([CH2:37][C:38]2[CH:43]=[CH:42][CH:41]=[CH:40][CH:39]=2)(=O)=O)[C:14]2[C:22]3[C:17](=[C:18]([N:24]([CH3:32])[C:25](=[O:31])[O:26][C:27]([CH3:30])([CH3:29])[CH3:28])[CH:19]=[C:20]([F:23])[CH:21]=3)[NH:16][C:15]=2[N:33]=1)(=O)=O)C1C=CC=CC=1.C1(CS)C=CC=CC=1.C(=O)([O-])[O-].[K+].[K+].[CH3:58][S:59][C:60]1[N:65]=[CH:64][C:63]([OH:66])=[CH:62][N:61]=1. Given the product [C:27]([O:26][C:25](=[O:31])[N:24]([C:18]1[CH:19]=[C:20]([F:23])[CH:21]=[C:22]2[C:17]=1[NH:16][C:15]1[N:33]=[C:11]([O:66][C:63]3[CH:62]=[N:61][C:60]([S:59][CH3:58])=[N:65][CH:64]=3)[N:12]=[C:13]([S:34][CH2:37][C:38]3[CH:43]=[CH:42][CH:41]=[CH:40][CH:39]=3)[C:14]2=1)[CH3:32])([CH3:30])([CH3:28])[CH3:29], predict the reactants needed to synthesize it. (5) Given the product [CH3:1][O:2][C:3](=[O:13])[C:4](=[C:29]1[CH2:30][N:27]([CH:26]([C:32]2[CH:33]=[CH:34][C:35]([Cl:38])=[CH:36][CH:37]=2)[C:23]2[CH:22]=[CH:21][C:20]([Cl:19])=[CH:25][CH:24]=2)[CH2:28]1)[C:5]1[CH:10]=[C:9]([F:11])[CH:8]=[C:7]([F:12])[CH:6]=1, predict the reactants needed to synthesize it. The reactants are: [CH3:1][O:2][C:3](=[O:13])[CH2:4][C:5]1[CH:10]=[C:9]([F:11])[CH:8]=[C:7]([F:12])[CH:6]=1.C([Li])CCC.[Cl:19][C:20]1[CH:25]=[CH:24][C:23]([CH:26]([C:32]2[CH:37]=[CH:36][C:35]([Cl:38])=[CH:34][CH:33]=2)[N:27]2[CH2:30][C:29](=O)[CH2:28]2)=[CH:22][CH:21]=1.C(N(CC)C(C)C)(C)C.CS(Cl)(=O)=O. (6) Given the product [C:12]([O:11][C:9]([N:28]([C:9]([O:11][C:12]([CH3:13])([CH3:14])[CH3:15])=[O:10])[C:18]1[C:17]([Br:16])=[CH:22][C:21]([C:23]([F:25])([F:26])[F:24])=[C:20]([Cl:27])[CH:19]=1)=[O:10])([CH3:15])([CH3:14])[CH3:13], predict the reactants needed to synthesize it. The reactants are: [CH3:13][C:12]([O:11][C:9](O[C:9]([O:11][C:12]([CH3:15])([CH3:14])[CH3:13])=[O:10])=[O:10])([CH3:15])[CH3:14].[Br:16][C:17]1[CH:22]=[C:21]([C:23]([F:26])([F:25])[F:24])[C:20]([Cl:27])=[CH:19][C:18]=1[NH2:28].